Dataset: Full USPTO retrosynthesis dataset with 1.9M reactions from patents (1976-2016). Task: Predict the reactants needed to synthesize the given product. The reactants are: Br[CH2:2][C:3]1[CH:8]=[CH:7][CH:6]=[C:5]([CH2:9]Br)[CH:4]=1.ClCC1C(C)=C(CCl)C(C)=CC=1C.[NH2:24][C:25]([NH2:27])=[S:26]. Given the product [C:25]([S:26][CH2:2][C:3]1[CH:8]=[CH:7][CH:6]=[C:5]([CH2:9][S:26][C:25](=[NH:24])[NH2:27])[CH:4]=1)(=[NH:27])[NH2:24], predict the reactants needed to synthesize it.